Dataset: Full USPTO retrosynthesis dataset with 1.9M reactions from patents (1976-2016). Task: Predict the reactants needed to synthesize the given product. (1) Given the product [CH3:28][O:29][C:30]1[CH:35]=[CH:34][C:33]([NH:36][C:37]([NH:39][C:2]([NH:1][CH2:4][CH2:5][C:6]2[CH:11]=[CH:10][CH:9]=[C:8]([C:12]3[N:16]=[CH:15][N:14]([C:17]4[CH:22]=[CH:21][C:20]([O:23][C:24]([F:26])([F:25])[F:27])=[CH:19][CH:18]=4)[N:13]=3)[CH:7]=2)=[O:3])=[S:38])=[C:32]([CH3:40])[CH:31]=1, predict the reactants needed to synthesize it. The reactants are: [N:1]([CH2:4][CH2:5][C:6]1[CH:7]=[C:8]([C:12]2[N:16]=[CH:15][N:14]([C:17]3[CH:22]=[CH:21][C:20]([O:23][C:24]([F:27])([F:26])[F:25])=[CH:19][CH:18]=3)[N:13]=2)[CH:9]=[CH:10][CH:11]=1)=[C:2]=[O:3].[CH3:28][O:29][C:30]1[CH:35]=[CH:34][C:33]([NH:36][C:37]([NH2:39])=[S:38])=[C:32]([CH3:40])[CH:31]=1. (2) Given the product [C:8]1([C:7]([C:20]2[CH:25]=[CH:24][CH:23]=[CH:22][CH:21]=2)([C:14]2[CH:19]=[CH:18][CH:17]=[CH:16][CH:15]=2)[S:2][C:3]2[CH:4]=[CH:9][C:8]([CH2:27][C:28]([OH:30])=[O:29])=[CH:7][CH:14]=2)[CH:13]=[CH:12][CH:11]=[CH:10][CH:9]=1, predict the reactants needed to synthesize it. The reactants are: Cl.[SH:2][CH2:3][CH2:4]N.Cl[C:7]([C:20]1[CH:25]=[CH:24][CH:23]=[CH:22][CH:21]=1)([C:14]1[CH:19]=[CH:18][CH:17]=[CH:16][CH:15]=1)[C:8]1[CH:13]=[CH:12][CH:11]=[CH:10][CH:9]=1.F[C:27](F)(F)[C:28]([OH:30])=[O:29]. (3) Given the product [CH2:1]([C:3]([C:22]1[CH:27]=[CH:26][C:25]([O:28][CH2:45][C@H:46]2[O:50][C:49](=[O:51])[CH2:48][CH2:47]2)=[C:24]([CH3:29])[CH:23]=1)([C:6]1[CH:11]=[CH:10][C:9]([CH:12]([CH3:20])[CH2:13][C:14]([CH2:15][CH3:16])([OH:17])[CH2:18][CH3:19])=[C:8]([CH3:21])[CH:7]=1)[CH2:4][CH3:5])[CH3:2], predict the reactants needed to synthesize it. The reactants are: [CH2:1]([C:3]([C:22]1[CH:27]=[CH:26][C:25]([OH:28])=[C:24]([CH3:29])[CH:23]=1)([C:6]1[CH:11]=[CH:10][C:9]([CH:12]([CH3:20])[CH2:13][C:14]([CH2:18][CH3:19])([OH:17])[CH2:15][CH3:16])=[C:8]([CH3:21])[CH:7]=1)[CH2:4][CH3:5])[CH3:2].C([O-])([O-])=O.[K+].[K+].C1(C)C(S([CH2:45][C@H:46]2[O:50][C:49](=[O:51])[CH2:48][CH2:47]2)(=O)=O)=CC=CC=1.C([O-])(O)=O.[Na+]. (4) Given the product [ClH:1].[Cl:1][C:2]1[CH:3]=[C:4]([N:9]2[CH2:15][C@@H:14]3[C@@H:11]([CH2:12][NH:13]3)[CH2:10]2)[CH:5]=[N:6][C:7]=1[Cl:8], predict the reactants needed to synthesize it. The reactants are: [Cl:1][C:2]1[CH:3]=[C:4]([N:9]2[CH2:15][CH:14]3[CH:11]([CH2:12][NH:13]3)[CH2:10]2)[CH:5]=[N:6][C:7]=1[Cl:8].Cl.